From a dataset of Full USPTO retrosynthesis dataset with 1.9M reactions from patents (1976-2016). Predict the reactants needed to synthesize the given product. (1) Given the product [NH:24]1[CH:23]=[C:22]([CH2:21][C@H:11]([NH:10][C:9]([C@H:8]2[O:7][C@@H:6]2[C:4]([OH:5])=[O:3])=[O:27])[C:12](=[O:20])[NH:13][C:14]2[CH:19]=[CH:18][CH:17]=[CH:16][CH:15]=2)[N:26]=[CH:25]1, predict the reactants needed to synthesize it. The reactants are: C([O:3][C:4]([C@@H:6]1[C@@H:8]([C:9](=[O:27])[NH:10][C@@H:11]([CH2:21][C:22]2[NH:26][CH:25]=[N:24][CH:23]=2)[C:12](=[O:20])[NH:13][C:14]2[CH:19]=[CH:18][CH:17]=[CH:16][CH:15]=2)[O:7]1)=[O:5])C.[Li+].[OH-]. (2) The reactants are: [NH:1]1[C:5]2[CH:6]=[CH:7][C:8]([N:10]3[CH:14]([C:15]4[CH:20]=[CH:19][C:18]([O:21]C)=[CH:17][CH:16]=4)[CH2:13][NH:12][C:11]3=[O:23])=[CH:9][C:4]=2[N:3]=[CH:2]1.B(Br)(Br)Br. Given the product [NH:1]1[C:5]2[CH:6]=[CH:7][C:8]([N:10]3[CH:14]([C:15]4[CH:16]=[CH:17][C:18]([OH:21])=[CH:19][CH:20]=4)[CH2:13][NH:12][C:11]3=[O:23])=[CH:9][C:4]=2[N:3]=[CH:2]1, predict the reactants needed to synthesize it. (3) Given the product [Cl:1][C:2]1[CH:3]=[CH:4][C:5]([C:8]2[CH:12]([C:13]3[CH:18]=[CH:17][CH:16]=[CH:15][CH:14]=3)[CH2:11][N:10]([C:19]([NH:21][S:29]([C:26]3[CH:27]=[CH:28][C:23]([F:22])=[CH:24][CH:25]=3)(=[O:31])=[O:30])=[NH:20])[N:9]=2)=[CH:6][CH:7]=1, predict the reactants needed to synthesize it. The reactants are: [Cl:1][C:2]1[CH:7]=[CH:6][C:5]([C:8]2[CH:12]([C:13]3[CH:18]=[CH:17][CH:16]=[CH:15][CH:14]=3)[CH2:11][N:10]([C:19]([NH2:21])=[NH:20])[N:9]=2)=[CH:4][CH:3]=1.[F:22][C:23]1[CH:28]=[CH:27][C:26]([S:29](Cl)(=[O:31])=[O:30])=[CH:25][CH:24]=1.C(N(CC)CC)C.[OH-].[Na+]. (4) Given the product [OH:8][C:9]1[CH:10]=[CH:11][C:12]([CH:15]([O:22][CH3:23])[CH2:16][C:17]([O:19][CH2:20][CH3:21])=[O:18])=[CH:13][CH:14]=1, predict the reactants needed to synthesize it. The reactants are: C([O:8][C:9]1[CH:14]=[CH:13][C:12]([CH:15]([O:22][CH3:23])[CH2:16][C:17]([O:19][CH2:20][CH3:21])=[O:18])=[CH:11][CH:10]=1)C1C=CC=CC=1. (5) The reactants are: Cl[C:2]1[N:7]=[C:6]([NH:8][CH:9]2[CH2:11][CH2:10]2)[C:5]([Cl:12])=[CH:4][N:3]=1.C[O:14][CH:15](OC)[C:16]1[CH:17]=[C:18]([CH:20]=[CH:21][CH:22]=1)[NH2:19].C1(C)C=CC(S(O)(=O)=O)=CC=1.C([O-])(O)=O.[Na+]. Given the product [Cl:12][C:5]1[C:6]([NH:8][CH:9]2[CH2:11][CH2:10]2)=[N:7][C:2]([NH:19][C:18]2[CH:17]=[C:16]([CH:15]=[O:14])[CH:22]=[CH:21][CH:20]=2)=[N:3][CH:4]=1, predict the reactants needed to synthesize it. (6) Given the product [O:22]1[C:18]2([CH2:23][CH2:24][CH:15]([O:14][C:11]3[CH:10]=[N:9][C:8]([C:4]4[CH:5]=[CH:6][CH:7]=[C:2]([B:40]5[O:44][C:43]([CH3:46])([CH3:45])[C:42]([CH3:48])([CH3:47])[O:41]5)[CH:3]=4)=[N:13][CH:12]=3)[CH2:16][CH2:17]2)[O:19][CH2:20][CH2:21]1, predict the reactants needed to synthesize it. The reactants are: Cl[C:2]1[CH:3]=[C:4]([C:8]2[N:13]=[CH:12][C:11]([O:14][CH:15]3[CH2:24][CH2:23][C:18]4([O:22][CH2:21][CH2:20][O:19]4)[CH2:17][CH2:16]3)=[CH:10][N:9]=2)[CH:5]=[CH:6][CH:7]=1.C(OC1C=NC(C2C=CC=C([B:40]3[O:44][C:43]([CH3:46])([CH3:45])[C:42]([CH3:48])([CH3:47])[O:41]3)C=2)=NC=1)C. (7) Given the product [C:1]([NH:5][C:6]1[C:11]([C:12]2[N:16]([C:17]3[CH:22]=[CH:21][C:20]([CH:23]4[CH2:25][CH2:24]4)=[C:19]([F:26])[C:18]=3[F:27])[N:15]=[N:14][N:13]=2)=[CH:10][C:9]([Br:28])=[CH:8][N:7]=1)([CH3:4])([CH3:2])[CH3:3], predict the reactants needed to synthesize it. The reactants are: [C:1]([NH:5][C:6]1[C:11]([C:12]2[N:16]([C:17]3[CH:22]=[CH:21][C:20]([CH:23]4[CH2:25][CH2:24]4)=[C:19]([F:26])[C:18]=3[F:27])[N:15]=[N:14][N:13]=2)=[CH:10][CH:9]=[CH:8][N:7]=1)([CH3:4])([CH3:3])[CH3:2].[Br:28]N1C(=O)CCC1=O.